Dataset: Catalyst prediction with 721,799 reactions and 888 catalyst types from USPTO. Task: Predict which catalyst facilitates the given reaction. (1) Reactant: [OH:1][C:2]1[CH:7]=[CH:6][CH:5]=[CH:4][C:3]=1[CH2:8][CH2:9][OH:10].[C:11]([O-])([O-])=O.[Cs+].[Cs+].CI. Product: [OH:10][CH2:9][CH2:8][C:3]1[CH:4]=[CH:5][CH:6]=[CH:7][C:2]=1[O:1][CH3:11]. The catalyst class is: 21. (2) Reactant: C1(C)C=CC=CC=1.Cl[C:9]1[N:10]=[C:11]([C:19]2[CH:24]=[CH:23][CH:22]=[C:21]([C:25]([F:28])([F:27])[F:26])[CH:20]=2)[C:12]2[CH:17]=[C:16]([CH3:18])[S:15][C:13]=2[N:14]=1.[F:29][C:30]([F:41])([F:40])[C:31]1[CH:36]=[CH:35][C:34](B(O)O)=[CH:33][CH:32]=1.C(=O)([O-])[O-].[Na+].[Na+]. Product: [CH3:18][C:16]1[S:15][C:13]2[N:14]=[C:9]([C:34]3[CH:35]=[CH:36][C:31]([C:30]([F:41])([F:40])[F:29])=[CH:32][CH:33]=3)[N:10]=[C:11]([C:19]3[CH:24]=[CH:23][CH:22]=[C:21]([C:25]([F:28])([F:27])[F:26])[CH:20]=3)[C:12]=2[CH:17]=1. The catalyst class is: 103. (3) Reactant: [CH3:1][O:2][C:3]1[CH:33]=[C:32]([O:34][CH3:35])[CH:31]=[CH:30][C:4]=1[CH2:5][NH:6][C:7]([NH:9][NH:10][C:11]([C:13]1[C:21]2[C:16](=[N:17][CH:18]=[CH:19][CH:20]=2)[N:15]([CH2:22][C:23]2[CH:28]=[CH:27][CH:26]=[CH:25][C:24]=2[F:29])[N:14]=1)=O)=[O:8].Cl. Product: [CH3:1][O:2][C:3]1[CH:33]=[C:32]([O:34][CH3:35])[CH:31]=[CH:30][C:4]=1[CH2:5][N:6]1[C:11]([C:13]2[C:21]3[C:16](=[N:17][CH:18]=[CH:19][CH:20]=3)[N:15]([CH2:22][C:23]3[CH:28]=[CH:27][CH:26]=[CH:25][C:24]=3[F:29])[N:14]=2)=[N:10][NH:9][C:7]1=[O:8]. The catalyst class is: 74. (4) Reactant: [C:1]1([CH2:7][SH:8])[CH:6]=[CH:5][CH:4]=[CH:3][CH:2]=1.C(=O)([O-])[O-].[K+].[K+].F[C:16]1[CH:23]=[CH:22][C:19]([CH:20]=[O:21])=[CH:18][CH:17]=1. Product: [CH2:7]([S:8][C:16]1[CH:23]=[CH:22][C:19]([CH:20]=[O:21])=[CH:18][CH:17]=1)[C:1]1[CH:6]=[CH:5][CH:4]=[CH:3][CH:2]=1. The catalyst class is: 16. (5) Reactant: [CH3:1][Si:2]([CH3:12])([CH3:11])[C:3]1[CH:10]=[CH:9][C:6]([CH:7]=O)=[CH:5][CH:4]=1.Cl.[F:14][C:15]([F:27])([F:26])[O:16][C:17]1[CH:18]=[C:19]([CH2:23][CH2:24][NH2:25])[CH:20]=[CH:21][CH:22]=1.C(N(CC)CC)C.[BH4-].[Na+]. Product: [F:14][C:15]([F:26])([F:27])[O:16][C:17]1[CH:18]=[C:19]([CH2:23][CH2:24][NH:25][CH2:7][C:6]2[CH:9]=[CH:10][C:3]([Si:2]([CH3:12])([CH3:11])[CH3:1])=[CH:4][CH:5]=2)[CH:20]=[CH:21][CH:22]=1. The catalyst class is: 24. (6) Reactant: [NH2:1][CH2:2][CH:3]([OH:8])[CH2:4][CH:5]([CH3:7])[CH3:6].[H-].[Na+].[O:11]1[C:15]2[CH:16]=[CH:17][CH:18]=[CH:19][C:14]=2[CH:13]=[C:12]1[C:20]1[N:24]2[N:25]=[C:26](Cl)[CH:27]=[CH:28][C:23]2=[N:22][CH:21]=1. Product: [O:11]1[C:15]2[CH:16]=[CH:17][CH:18]=[CH:19][C:14]=2[CH:13]=[C:12]1[C:20]1[N:24]2[N:25]=[C:26]([O:8][CH:3]([CH2:4][CH:5]([CH3:7])[CH3:6])[CH2:2][NH2:1])[CH:27]=[CH:28][C:23]2=[N:22][CH:21]=1. The catalyst class is: 3. (7) Reactant: [CH:1]1[C:13]2[CH:12]([CH2:14][O:15][C:16]([N:18]3[CH2:22][CH2:21][CH2:20][CH:19]3[C:23](=O)[NH:24][C:25]3[CH:30]=[C:29]([Br:31])[CH:28]=[CH:27][C:26]=3[C:32](=[O:34])[NH2:33])=[O:17])[C:11]3[C:6](=[CH:7][CH:8]=[CH:9][CH:10]=3)[C:5]=2[CH:4]=[CH:3][CH:2]=1. Product: [Br:31][C:29]1[CH:30]=[C:25]2[C:26]([C:32](=[O:34])[NH:33][C:23]([CH:19]3[CH2:20][CH2:21][CH2:22][N:18]3[C:16]([O:15][CH2:14][CH:12]3[C:11]4[CH:10]=[CH:9][CH:8]=[CH:7][C:6]=4[C:5]4[C:13]3=[CH:1][CH:2]=[CH:3][CH:4]=4)=[O:17])=[N:24]2)=[CH:27][CH:28]=1. The catalyst class is: 820. (8) The catalyst class is: 91. Product: [N+:1]([C:4]1[CH:10]=[CH:9][C:7]([NH:8][C:34](=[O:37])[CH:35]=[CH2:36])=[CH:6][CH:5]=1)([O-:3])=[O:2]. Reactant: [N+:1]([C:4]1[CH:10]=[CH:9][C:7]([NH2:8])=[CH:6][CH:5]=1)([O-:3])=[O:2].C(Cl)CCl.C1C=CC2N(O)N=NC=2C=1.CCN(C(C)C)C(C)C.[C:34](O)(=[O:37])[CH:35]=[CH2:36]. (9) The catalyst class is: 2. Reactant: CS(C)=O.C(Cl)(=O)C(Cl)=O.[CH2:11]([O:18][C:19](=[O:26])[NH:20][CH2:21][CH2:22][CH2:23][CH2:24][OH:25])[C:12]1[CH:17]=[CH:16][CH:15]=[CH:14][CH:13]=1.C(N(CC)CC)C. Product: [CH2:11]([O:18][C:19](=[O:26])[NH:20][CH2:21][CH2:22][CH2:23][CH:24]=[O:25])[C:12]1[CH:17]=[CH:16][CH:15]=[CH:14][CH:13]=1. (10) Reactant: [Cl:1][C:2]1[CH:3]=[C:4]([NH:9][C:10]2[C:19]3[C:14](=[CH:15][CH:16]=[C:17]([NH:20][CH2:21][C:22]4[N:23]([CH2:27][C:28]([OH:30])=O)[CH:24]=[CH:25][N:26]=4)[CH:18]=3)[N:13]=[CH:12][C:11]=2[C:31]#[N:32])[CH:5]=[CH:6][C:7]=1[F:8].[NH:33]1[CH2:38][CH2:37][O:36][CH2:35][CH2:34]1.F[P-](F)(F)(F)(F)F.N1(O[P+](N(C)C)(N(C)C)N(C)C)C2C=CC=CC=2N=N1.C(N(C(C)C)CC)(C)C. Product: [Cl:1][C:2]1[CH:3]=[C:4]([NH:9][C:10]2[C:19]3[C:14](=[CH:15][CH:16]=[C:17]([NH:20][CH2:21][C:22]4[N:23]([CH2:27][C:28]([N:33]5[CH2:38][CH2:37][O:36][CH2:35][CH2:34]5)=[O:30])[CH:24]=[CH:25][N:26]=4)[CH:18]=3)[N:13]=[CH:12][C:11]=2[C:31]#[N:32])[CH:5]=[CH:6][C:7]=1[F:8]. The catalyst class is: 9.